Dataset: Reaction yield outcomes from USPTO patents with 853,638 reactions. Task: Predict the reaction yield, written as a fraction of the theoretical maximum amount of product (1.0 means a 100% yield; for example, 0.34 means a 34% yield). (1) The reactants are [In].[F:2][C:3]1[CH:15]=[CH:14][CH:13]=[C:12]([N+:16]([O-])=O)[C:4]=1[C:5]([NH:7][CH2:8][C:9]([OH:11])=[O:10])=[O:6]. The catalyst is CC(O)=O.CCOC(C)=O. The product is [NH2:16][C:12]1[CH:13]=[CH:14][CH:15]=[C:3]([F:2])[C:4]=1[C:5]([NH:7][CH2:8][C:9]([OH:11])=[O:10])=[O:6]. The yield is 0.730. (2) The reactants are [Br:1][C:2]1[CH:3]=[CH:4][C:5](F)=[C:6]([CH:11]=1)[C:7](=S)[NH:8][CH3:9].[NH2:13][NH2:14]. The yield is 0.230. The product is [Br:1][C:2]1[CH:11]=[C:6]2[C:5](=[CH:4][CH:3]=1)[NH:14][N:13]=[C:7]2[NH:8][CH3:9]. The catalyst is CS(C)=O.C(OCC)(=O)C.[Cl-].[Na+].O. (3) The reactants are [Br:1][C:2]1[CH:3]=[CH:4][C:5]([CH:11]=[O:12])=[C:6]([CH:10]=1)[C:7](O)=[O:8].Cl.[CH3:14][N:15](C)[CH2:16]CCN=C=NCC.ClCCl.CNC. The catalyst is O. The product is [Br:1][C:2]1[CH:3]=[CH:4][C:5]([CH:11]=[O:12])=[C:6]([CH:10]=1)[C:7]([N:15]([CH3:16])[CH3:14])=[O:8]. The yield is 0.220. (4) The reactants are [C:1]1([NH:7][N:8]=[C:9]([C:12]#[N:13])[C:10]#[N:11])[CH:6]=[CH:5][CH:4]=[CH:3][CH:2]=1.NC1C=CC=CC=1.C(#N)CC#N.Cl.[Br:27][C:28]1[CH:33]=[CH:32][C:31]([NH:34][NH2:35])=[CH:30][CH:29]=1.[OH-].[Na+]. No catalyst specified. The product is [Br:27][C:28]1[CH:33]=[CH:32][C:31]([N:34]2[C:10]([NH2:11])=[C:9]([N:8]=[N:7][C:1]3[CH:6]=[CH:5][CH:4]=[CH:3][CH:2]=3)[C:12]([NH2:13])=[N:35]2)=[CH:30][CH:29]=1. The yield is 0.270. (5) The reactants are [CH3:1][N:2]([CH:12]1[CH:17]([CH3:18])[CH2:16][CH2:15][NH:14][CH2:13]1)[C:3]1[C:4]2[CH:11]=[CH:10][NH:9][C:5]=2[N:6]=[CH:7][N:8]=1.[C:19]([CH2:21][C:22](OCC)=[O:23])#[N:20].C(N(CC)CC)C.C(O)(=O)CC(CC(O)=O)(C(O)=O)O. The catalyst is O.C1(C)C=CC=CC=1. The product is [CH3:18][C@@H:17]1[CH2:16][CH2:15][N:14]([C:22](=[O:23])[CH2:21][C:19]#[N:20])[CH2:13][C@@H:12]1[N:2]([CH3:1])[C:3]1[C:4]2[CH:11]=[CH:10][NH:9][C:5]=2[N:6]=[CH:7][N:8]=1. The yield is 0.653. (6) The reactants are [Cl:1][C:2]1[CH:3]=[C:4]([NH:9][C:10]2[C:11]3[C:18]4[CH2:19][N:20](C(OCC)=O)[CH2:21][C:17]=4[S:16][C:12]=3[N:13]=[CH:14][N:15]=2)[CH:5]=[CH:6][C:7]=1[F:8].[OH-].[K+].O. The catalyst is C(O)C. The product is [Cl:1][C:2]1[CH:3]=[C:4]([NH:9][C:10]2[C:11]3[C:18]4[CH2:19][NH:20][CH2:21][C:17]=4[S:16][C:12]=3[N:13]=[CH:14][N:15]=2)[CH:5]=[CH:6][C:7]=1[F:8]. The yield is 0.380. (7) The reactants are [CH3:1][N:2]([CH2:4][C:5]1[CH:6]=[C:7]([CH:12]=[C:13]([CH2:15][OH:16])[CH:14]=1)[C:8]([O:10][CH3:11])=[O:9])[CH3:3]. The catalyst is C1(C)C=CC=CC=1.[O-2].[Mn+4].[O-2]. The product is [CH3:1][N:2]([CH2:4][C:5]1[CH:6]=[C:7]([CH:12]=[C:13]([CH:15]=[O:16])[CH:14]=1)[C:8]([O:10][CH3:11])=[O:9])[CH3:3]. The yield is 0.820. (8) The reactants are S(Cl)(Cl)=O.[NH2:5][C:6]1[C:11]([Cl:12])=[C:10]([C:13]([OH:15])=[O:14])[N:9]=[C:8]([C:16]2[S:17][C:18]([Cl:21])=[CH:19][CH:20]=2)[N:7]=1.[CH2:22](O)[CH3:23]. No catalyst specified. The product is [NH2:5][C:6]1[C:11]([Cl:12])=[C:10]([C:13]([O:15][CH2:22][CH3:23])=[O:14])[N:9]=[C:8]([C:16]2[S:17][C:18]([Cl:21])=[CH:19][CH:20]=2)[N:7]=1. The yield is 0.950. (9) The reactants are CC(OC(/N=N/C(OC(C)C)=O)=O)C.[NH2:15][C:16]1[N:20]([C:21]2[CH:22]=[C:23]([OH:27])[CH:24]=[CH:25][CH:26]=2)[N:19]=[C:18]([C:28]([CH3:31])([CH3:30])[CH3:29])[CH:17]=1.[CH3:32][N:33]([CH3:37])[CH2:34][CH2:35]O.C1(P(C2C=CC=CC=2)C2C=CC=CC=2)C=CC=CC=1. The catalyst is C1COCC1. The product is [C:28]([C:18]1[CH:17]=[C:16]([NH2:15])[N:20]([C:21]2[CH:26]=[CH:25][CH:24]=[C:23]([O:27][CH2:35][CH2:34][N:33]([CH3:37])[CH3:32])[CH:22]=2)[N:19]=1)([CH3:31])([CH3:30])[CH3:29]. The yield is 0.720. (10) The reactants are [N+:1]([C:4]1[CH:12]=[C:7]2[CH2:8][O:9][CH2:10][CH2:11][N:6]2[N:5]=1)([O-])=O. The catalyst is [Pd].C(O)C. The product is [N:5]1[N:6]2[C:7]([CH2:8][O:9][CH2:10][CH2:11]2)=[CH:12][C:4]=1[NH2:1]. The yield is 0.730.